Dataset: Experimentally validated miRNA-target interactions with 360,000+ pairs, plus equal number of negative samples. Task: Binary Classification. Given a miRNA mature sequence and a target amino acid sequence, predict their likelihood of interaction. The miRNA is mmu-miR-6418-3p with sequence ACUGCAACCUCCUUUCUCCAGG. The protein sequence of the target gene is MQATAALETDSDKNYPKNGGHFQNDKLYNPKKENMFFSNGCNGVILAFPDGKEDSLATEERASDKENSIVDQRDLSELSFSENQDSNRGNIFSQSSEFEDSNDYAFLNETYSIHYSESKLKDENLLHLYSGLHPEVHKRVEMIFDTLDNNSIGLGRSAEASGADCGDVQKSDVDEDSQQEYHSAELECISAHLAKTVSRSSLDVSELKTSSYDFKCGGNFEDNHGKLESGPSPSLESLNGFAQECSLQVSTSQSSDMLQEYHEPKYEKCKEQEVDLTYHKAFDGILQRSSSPLNHQKVPE.... Result: 0 (no interaction).